Dataset: Full USPTO retrosynthesis dataset with 1.9M reactions from patents (1976-2016). Task: Predict the reactants needed to synthesize the given product. Given the product [CH2:1]([O:8][C:9]([NH:11][C@@H:12]1[CH2:17][N:16]([C:18]([O:20][C:21]([CH3:23])([CH3:24])[CH3:22])=[O:19])[CH2:15][C@H:14]([C:25]([OH:27])=[O:26])[CH2:13]1)=[O:10])[C:2]1[CH:3]=[CH:4][CH:5]=[CH:6][CH:7]=1, predict the reactants needed to synthesize it. The reactants are: [CH2:1]([O:8][C:9]([NH:11][C@@H:12]1[CH2:17][N:16]([C:18]([O:20][C:21]([CH3:24])([CH3:23])[CH3:22])=[O:19])[CH2:15][C@H:14]([C:25]([O:27]C)=[O:26])[CH2:13]1)=[O:10])[C:2]1[CH:7]=[CH:6][CH:5]=[CH:4][CH:3]=1.[OH-].[Na+].